From a dataset of Reaction yield outcomes from USPTO patents with 853,638 reactions. Predict the reaction yield, written as a fraction of the theoretical maximum amount of product (1.0 means a 100% yield; for example, 0.34 means a 34% yield). (1) The reactants are N[C:2]1[CH:3]=[CH:4][C:5]([NH:9][C:10](=[O:13])[O:11][CH3:12])=[N:6][C:7]=1[Br:8].N([O-])=O.[Na+].[ClH:18]. The catalyst is O.Cl[Cu]. The product is [Br:8][C:7]1[N:6]=[C:5]([NH:9][C:10](=[O:13])[O:11][CH3:12])[CH:4]=[CH:3][C:2]=1[Cl:18]. The yield is 0.750. (2) The reactants are [Cl:1][C:2]1[C:11]2[NH:10][C:9](=[O:12])[C:8]3[S:13][CH:14]=[CH:15][C:7]=3[C:6]=2[C:5]([C:16]2[CH:31]=[CH:30][C:19]([CH2:20][CH2:21][NH:22]C(=O)OC(C)(C)C)=[CH:18][CH:17]=2)=[C:4]([O:32]C)[CH:3]=1.B(Br)(Br)[Br:35]. No catalyst specified. The product is [ClH:1].[NH2:22][CH2:21][CH2:20][C:19]1[CH:30]=[CH:31][C:16]([C:5]2[C:6]3[C:7]4[CH:15]=[CH:14][S:13][C:8]=4[C:9](=[O:12])[NH:10][C:11]=3[C:2]([Br:35])=[CH:3][C:4]=2[OH:32])=[CH:17][CH:18]=1. The yield is 0.180. (3) The reactants are Cl[C:2]1[CH:7]=[C:6]([Cl:8])[N:5]=[CH:4][N:3]=1.[Br:9][C:10]1[CH:11]=[C:12]([CH:14]=[CH:15][CH:16]=1)[NH2:13].C(N(CC)C(C)C)(C)C.C(OCC)C. The catalyst is C(O)C. The product is [Cl:8][C:6]1[N:5]=[CH:4][N:3]=[C:2]([NH:13][C:12]2[CH:14]=[CH:15][CH:16]=[C:10]([Br:9])[CH:11]=2)[CH:7]=1. The yield is 0.620. (4) The reactants are [Cl:1][C:2]1[C:3]([C:8]2[CH:9]=[C:10]3[C:14](=[C:15]([O:17][CH2:18][CH2:19][C:20]4[CH:25]=[CH:24][CH:23]=[CH:22][N:21]=4)[CH:16]=2)[NH:13][N:12]=[C:11]3[NH2:26])=[N:4][CH:5]=[CH:6][CH:7]=1.[C:27](O)(=[O:37])[C:28]1[C:29](=[CH:33][CH:34]=[CH:35][CH:36]=1)[C:30](O)=[O:31].N1(O)C2C=CC=CC=2N=N1.Cl.CN(C)CCCN=C=NCC.C(=O)([O-])O.[Na+]. The catalyst is CN(C)C=O. The product is [Cl:1][C:2]1[C:3]([C:8]2[CH:9]=[C:10]3[C:14](=[C:15]([O:17][CH2:18][CH2:19][C:20]4[CH:25]=[CH:24][CH:23]=[CH:22][N:21]=4)[CH:16]=2)[NH:13][N:12]=[C:11]3[N:26]2[C:30](=[O:31])[C:29]3[C:28](=[CH:36][CH:35]=[CH:34][CH:33]=3)[C:27]2=[O:37])=[N:4][CH:5]=[CH:6][CH:7]=1. The yield is 1.00. (5) The reactants are [NH2:1][C:2]1[CH:3]=[C:4]([NH:8][C:9](=[O:21])[C:10]2[CH:15]=[CH:14][CH:13]=[C:12]([C:16]([C:19]#[N:20])([CH3:18])[CH3:17])[CH:11]=2)[CH:5]=[CH:6][CH:7]=1.[CH:22](O)=[O:23].C(OC(=O)C)(=O)C.C(=O)([O-])O.[Na+]. The catalyst is O1CCCC1. The product is [C:19]([C:16]([C:12]1[CH:11]=[C:10]([CH:15]=[CH:14][CH:13]=1)[C:9]([NH:8][C:4]1[CH:5]=[CH:6][CH:7]=[C:2]([NH:1][CH:22]=[O:23])[CH:3]=1)=[O:21])([CH3:18])[CH3:17])#[N:20]. The yield is 0.830. (6) The reactants are [O:1]([C:8]1[CH:9]=[N:10][CH:11]=[C:12]([CH:16]=1)[C:13]([OH:15])=O)[C:2]1[CH:7]=[CH:6][CH:5]=[CH:4][CH:3]=1.CN(C(ON1N=NC2C=CC=CC1=2)=[N+](C)C)C.F[P-](F)(F)(F)(F)F.CCN(C(C)C)C(C)C.[NH:50]1[CH:54]=[CH:53][N:52]=[C:51]1[NH:55][C:56]([C:58]1[C:66]2[NH:65][C:64]([NH2:67])=[N:63][C:62]=2[CH:61]=[CH:60][CH:59]=1)=[O:57]. The catalyst is O.CN(C=O)C. The product is [NH:52]1[CH:53]=[CH:54][N:50]=[C:51]1[NH:55][C:56]([C:58]1[C:66]2[N:65]=[C:64]([NH:67][C:13]([C:12]3[CH:11]=[N:10][CH:9]=[C:8]([O:1][C:2]4[CH:3]=[CH:4][CH:5]=[CH:6][CH:7]=4)[CH:16]=3)=[O:15])[NH:63][C:62]=2[CH:61]=[CH:60][CH:59]=1)=[O:57]. The yield is 0.110. (7) The catalyst is CC(N(C)C)=O. The yield is 0.850. The reactants are [OH:1][CH:2]1[CH2:7][CH2:6][N:5]([C:8]([O:10][C:11]([CH3:14])([CH3:13])[CH3:12])=[O:9])[CH2:4][CH2:3]1.[H-].[Na+].F[C:18]1[CH:23]=[CH:22][C:21]([N+:24]([O-:26])=[O:25])=[CH:20][CH:19]=1. The product is [N+:24]([C:21]1[CH:22]=[CH:23][C:18]([O:1][CH:2]2[CH2:3][CH2:4][N:5]([C:8]([O:10][C:11]([CH3:14])([CH3:13])[CH3:12])=[O:9])[CH2:6][CH2:7]2)=[CH:19][CH:20]=1)([O-:26])=[O:25].